Dataset: NCI-60 drug combinations with 297,098 pairs across 59 cell lines. Task: Regression. Given two drug SMILES strings and cell line genomic features, predict the synergy score measuring deviation from expected non-interaction effect. (1) Drug 1: CC1=CC2C(CCC3(C2CCC3(C(=O)C)OC(=O)C)C)C4(C1=CC(=O)CC4)C. Drug 2: CCC1(CC2CC(C3=C(CCN(C2)C1)C4=CC=CC=C4N3)(C5=C(C=C6C(=C5)C78CCN9C7C(C=CC9)(C(C(C8N6C=O)(C(=O)OC)O)OC(=O)C)CC)OC)C(=O)OC)O.OS(=O)(=O)O. Cell line: T-47D. Synergy scores: CSS=19.5, Synergy_ZIP=-7.23, Synergy_Bliss=0.495, Synergy_Loewe=1.28, Synergy_HSA=1.41. (2) Synergy scores: CSS=71.0, Synergy_ZIP=-8.68, Synergy_Bliss=-18.5, Synergy_Loewe=-20.4, Synergy_HSA=-19.9. Drug 2: CCN(CC)CCNC(=O)C1=C(NC(=C1C)C=C2C3=C(C=CC(=C3)F)NC2=O)C. Drug 1: C1=C(C(=O)NC(=O)N1)F. Cell line: RPMI-8226. (3) Drug 2: C1=NC2=C(N=C(N=C2N1C3C(C(C(O3)CO)O)O)F)N. Cell line: OVCAR3. Drug 1: CC1=C2C(C(=O)C3(C(CC4C(C3C(C(C2(C)C)(CC1OC(=O)C(C(C5=CC=CC=C5)NC(=O)OC(C)(C)C)O)O)OC(=O)C6=CC=CC=C6)(CO4)OC(=O)C)OC)C)OC. Synergy scores: CSS=39.4, Synergy_ZIP=2.31, Synergy_Bliss=-0.973, Synergy_Loewe=-41.7, Synergy_HSA=-1.04. (4) Drug 1: CC1=C(C=C(C=C1)NC2=NC=CC(=N2)N(C)C3=CC4=NN(C(=C4C=C3)C)C)S(=O)(=O)N.Cl. Drug 2: CC1C(C(CC(O1)OC2CC(OC(C2O)C)OC3=CC4=CC5=C(C(=O)C(C(C5)C(C(=O)C(C(C)O)O)OC)OC6CC(C(C(O6)C)O)OC7CC(C(C(O7)C)O)OC8CC(C(C(O8)C)O)(C)O)C(=C4C(=C3C)O)O)O)O. Cell line: COLO 205. Synergy scores: CSS=42.1, Synergy_ZIP=37.6, Synergy_Bliss=32.9, Synergy_Loewe=26.6, Synergy_HSA=25.0. (5) Drug 1: CC1C(C(CC(O1)OC2CC(CC3=C2C(=C4C(=C3O)C(=O)C5=C(C4=O)C(=CC=C5)OC)O)(C(=O)C)O)N)O.Cl. Drug 2: CC(C1=C(C=CC(=C1Cl)F)Cl)OC2=C(N=CC(=C2)C3=CN(N=C3)C4CCNCC4)N. Cell line: MALME-3M. Synergy scores: CSS=28.6, Synergy_ZIP=-4.57, Synergy_Bliss=5.39, Synergy_Loewe=-2.48, Synergy_HSA=3.47.